This data is from Peptide-MHC class I binding affinity with 185,985 pairs from IEDB/IMGT. The task is: Regression. Given a peptide amino acid sequence and an MHC pseudo amino acid sequence, predict their binding affinity value. This is MHC class I binding data. (1) The peptide sequence is STLNFNNLH. The MHC is HLA-A02:06 with pseudo-sequence HLA-A02:06. The binding affinity (normalized) is 0. (2) The MHC is HLA-B07:02 with pseudo-sequence HLA-B07:02. The peptide sequence is NGYRWQHQI. The binding affinity (normalized) is 0.00318.